This data is from Forward reaction prediction with 1.9M reactions from USPTO patents (1976-2016). The task is: Predict the product of the given reaction. (1) Given the reactants [Cl:1][C:2]1[N:7]=[C:6]([C:8]2[NH:9][C:10]3[C:15]([CH:16]=2)=[C:14]([F:17])[CH:13]=[CH:12][CH:11]=3)[C:5]([NH2:18])=[CH:4][CH:3]=1.[CH2:19](OC(OCC)OCC)C.Cl.O1CCOCC1, predict the reaction product. The product is: [Cl:1][C:2]1[CH:3]=[CH:4][C:5]2[N:18]=[CH:19][N:9]3[C:10]4[CH:11]=[CH:12][CH:13]=[C:14]([F:17])[C:15]=4[CH:16]=[C:8]3[C:6]=2[N:7]=1. (2) Given the reactants C(OC([N:8]1[CH2:13][CH2:12][C:11]([C:15]2[CH:20]=[CH:19][C:18]([Cl:21])=[CH:17][CH:16]=2)([OH:14])[C:10]([CH3:23])([CH3:22])[CH2:9]1)=O)(C)(C)C.FC(F)(F)C(O)=O, predict the reaction product. The product is: [Cl:21][C:18]1[CH:19]=[CH:20][C:15]([C:11]2([OH:14])[CH2:12][CH2:13][NH:8][CH2:9][C:10]2([CH3:22])[CH3:23])=[CH:16][CH:17]=1. (3) Given the reactants [Br:1][C:2]1[CH:10]=[CH:9][CH:8]=[C:7]2[C:3]=1[CH:4]=[CH:5][N:6]2[C@@H:11]1[O:28][C@H:27]([CH2:29][O:30]C(=O)C)[C@@H:22]([O:23]C(=O)C)[C@H:17]([O:18]C(=O)C)[C@H:12]1[O:13]C(=O)C.[CH2:34]([C:36]1[CH:44]=[CH:43][C:39]([C:40](Cl)=O)=[CH:38][CH:37]=1)[CH3:35], predict the reaction product. The product is: [Br:1][C:2]1[CH:10]=[CH:9][CH:8]=[C:7]2[C:3]=1[C:4]([CH2:40][C:39]1[CH:43]=[CH:44][C:36]([CH2:34][CH3:35])=[CH:37][CH:38]=1)=[CH:5][N:6]2[C@@H:11]1[O:28][C@H:27]([CH2:29][OH:30])[C@@H:22]([OH:23])[C@H:17]([OH:18])[C@H:12]1[OH:13]. (4) Given the reactants [F:1][C:2]1[N:3]=[CH:4][NH:5][CH:6]=1.I[C:8]1[C:9]([C:15]([O:17]C)=[O:16])=[N:10][C:11]([CH3:14])=[CH:12][CH:13]=1.COC1C2C(=C3C(=CC=2)C(OC)=CC=N3)N=CC=1.C(=O)([O-])[O-].[Cs+].[Cs+], predict the reaction product. The product is: [F:1][C:2]1[N:3]=[CH:4][N:5]([C:8]2[C:9]([C:15]([OH:17])=[O:16])=[N:10][C:11]([CH3:14])=[CH:12][CH:13]=2)[CH:6]=1. (5) Given the reactants [CH3:1][N:2]=[C:3]=[O:4].[NH2:5][C:6]1[CH:11]=[CH:10][C:9]([C:12]2[CH2:16][CH2:15][N:14]([C:17](=[O:29])[CH2:18][C:19]3[CH:24]=[CH:23][C:22]([O:25][CH3:26])=[C:21]([O:27][CH3:28])[CH:20]=3)[N:13]=2)=[CH:8][CH:7]=1, predict the reaction product. The product is: [CH3:28][O:27][C:21]1[CH:20]=[C:19]([CH2:18][C:17]([N:14]2[CH2:15][CH2:16][C:12]([C:9]3[CH:8]=[CH:7][C:6]([NH:5][C:3]([NH:2][CH3:1])=[O:4])=[CH:11][CH:10]=3)=[N:13]2)=[O:29])[CH:24]=[CH:23][C:22]=1[O:25][CH3:26].